This data is from Peptide-MHC class I binding affinity with 185,985 pairs from IEDB/IMGT. The task is: Regression. Given a peptide amino acid sequence and an MHC pseudo amino acid sequence, predict their binding affinity value. This is MHC class I binding data. (1) The peptide sequence is GEILLLEWL. The MHC is HLA-B18:01 with pseudo-sequence HLA-B18:01. The binding affinity (normalized) is 0.214. (2) The peptide sequence is LQPSDTLLF. The MHC is HLA-C04:01 with pseudo-sequence HLA-C04:01. The binding affinity (normalized) is 0.0847.